Dataset: Retrosynthesis with 50K atom-mapped reactions and 10 reaction types from USPTO. Task: Predict the reactants needed to synthesize the given product. Given the product NCCCn1c(=O)c(-c2ccccc2)cn(Cc2ccccc2)c1=O, predict the reactants needed to synthesize it. The reactants are: CC(C)(C)OC(=O)NCCCn1c(=O)c(-c2ccccc2)cn(Cc2ccccc2)c1=O.